This data is from Full USPTO retrosynthesis dataset with 1.9M reactions from patents (1976-2016). The task is: Predict the reactants needed to synthesize the given product. (1) Given the product [N:3]1[CH:6]=[CH:11][C:10]([C:9]#[C:28][C:27]2[CH:30]=[CH:31][C:24]([F:23])=[CH:25][CH:26]=2)=[CH:5][CH:4]=1, predict the reactants needed to synthesize it. The reactants are: CC[N:3]([C:6]1C=C[CH:9]=[CH:10][CH:11]=1)[CH2:4][CH3:5].P(Cl)(Cl)(Cl)=O.CC(C)([O-])C.[K+].[F:23][C:24]1[CH:31]=[CH:30][C:27]([CH:28]=O)=[CH:26][CH:25]=1. (2) Given the product [Br:8][C:5]1[N:6]=[C:7]([I:9])[C:2]([NH2:1])=[CH:3][CH:4]=1, predict the reactants needed to synthesize it. The reactants are: [NH2:1][C:2]1[CH:3]=[CH:4][C:5]([Br:8])=[N:6][CH:7]=1.[I:9]I. (3) Given the product [S:33]1[C:32]2[C:9]3[CH:10]=[CH:11][S:95][C:8]=3[NH:7][C:36]=2[CH:35]=[CH:34]1, predict the reactants needed to synthesize it. The reactants are: C([N:7]1[C:11]2=C[C:10]3[C:11](=C[C:10]2=[C:9]([C:32]2[S:33][C:34](Br)=[CH:35][CH:36]=2)[C:8]1=O)[N:7](CCCCCC)[C:8](=O)[C:9]=3[C:32]1[S:33][C:34](Br)=[CH:35][CH:36]=1)CCCCC.C[Sn](C)(C)C1SC2C3[S:95]C([Sn](C)(C)C)=CC=3N(C3C=C(OCCCCCCCCCCCC)C(OCCCCCCCCCCCC)=C(OCCCCCCCCCCCC)C=3)C=2C=1.BrC1SC=CC=1.CO. (4) Given the product [CH3:12][O:13][C:14]1[N:19]=[C:18]2[NH:20][N:21]=[CH:22][C:17]2=[CH:16][C:15]=1[N+:1]([O-:4])=[O:2], predict the reactants needed to synthesize it. The reactants are: [N+:1]([O-:4])(O)=[O:2].C(OC(=O)C)(=O)C.[CH3:12][O:13][C:14]1[N:19]=[C:18]2[NH:20][N:21]=[CH:22][C:17]2=[CH:16][CH:15]=1.C([O-])(O)=O.[Na+]. (5) Given the product [CH3:24][N:7]1[C:2](=[O:27])[CH:3]=[CH:4][C:5]([N:8]2[C:16]3[C:11](=[CH:12][CH:13]=[CH:14][CH:15]=3)[CH2:10][C@H:9]2[C:17]([OH:19])=[O:18])=[N:6]1, predict the reactants needed to synthesize it. The reactants are: Cl[C:2]1[N:7]=[N:6][C:5]([N:8]2[C:16]3[C:11](=[CH:12][CH:13]=[CH:14][CH:15]=3)[CH2:10][C@H:9]2[C:17]([OH:19])=[O:18])=[CH:4][CH:3]=1.S(OC)(O[CH3:24])(=O)=O.[OH-:27].[Na+].Cl. (6) Given the product [C:7]([NH2:18])(=[O:8])[C:1]1[CH:6]=[CH:5][CH:4]=[CH:3][CH:2]=1, predict the reactants needed to synthesize it. The reactants are: [CH:1]1([CH2:7][O:8]C2C=C(C=CC=2)C(O)=O)[CH2:6][CH2:5][CH2:4][CH2:3][CH2:2]1.[NH2:18][C@@H]1[C@H]2OC[C@H](NC(C3CC3)=O)[C@H]2OC1. (7) Given the product [CH2:1]([NH:5][CH2:10][CH2:9][CH2:8][CH2:7][C:6]([OH:11])=[O:14])[CH:2]([CH3:4])[CH3:3], predict the reactants needed to synthesize it. The reactants are: [CH2:1]([N:5]1[CH2:10][CH2:9][CH2:8][CH2:7][C:6]1=[O:11])[CH:2]([CH3:4])[CH3:3].CS(O)(=O)=[O:14].